This data is from Full USPTO retrosynthesis dataset with 1.9M reactions from patents (1976-2016). The task is: Predict the reactants needed to synthesize the given product. (1) Given the product [F:15][C:12]1[CH:13]=[CH:14][C:9]([OH:8])=[C:10]([CH2:16][C:18]2[CH:23]=[CH:22][C:21]([O:24][CH3:25])=[CH:20][CH:19]=2)[CH:11]=1, predict the reactants needed to synthesize it. The reactants are: C([O:8][C:9]1[CH:14]=[CH:13][C:12]([F:15])=[CH:11][C:10]=1[CH:16]([C:18]1[CH:23]=[CH:22][C:21]([O:24][CH3:25])=[CH:20][CH:19]=1)O)C1C=CC=CC=1.Cl. (2) The reactants are: [Cl-].O[NH3+:3].[C:4](=[O:7])([O-])[OH:5].[Na+].CS(C)=O.[CH:13]1([C:19](=[O:49])[CH2:20][N:21]2[C:26](=[O:27])[C:25]3[CH:28]=[C:29]([CH2:31][CH3:32])[S:30][C:24]=3[N:23]([CH2:33][C:34]3[CH:39]=[CH:38][C:37]([C:40]4[C:41]([C:46]#[N:47])=[CH:42][CH:43]=[CH:44][CH:45]=4)=[CH:36][CH:35]=3)[C:22]2=[O:48])[CH2:18][CH2:17][CH2:16][CH2:15][CH2:14]1. Given the product [CH:13]1([C:19](=[O:49])[CH2:20][N:21]2[C:26](=[O:27])[C:25]3[CH:28]=[C:29]([CH2:31][CH3:32])[S:30][C:24]=3[N:23]([CH2:33][C:34]3[CH:35]=[CH:36][C:37]([C:40]4[CH:45]=[CH:44][CH:43]=[CH:42][C:41]=4[C:46]4[NH:3][C:4](=[O:7])[O:5][N:47]=4)=[CH:38][CH:39]=3)[C:22]2=[O:48])[CH2:18][CH2:17][CH2:16][CH2:15][CH2:14]1, predict the reactants needed to synthesize it. (3) Given the product [F:51][C:50]([F:53])([F:52])[C:48]([OH:54])=[O:49].[F:51][C:50]([F:53])([F:52])[C:48]([OH:54])=[O:49].[F:51][C:50]([F:53])([F:52])[C:48]([OH:54])=[O:49].[F:1][C:2]1[CH:7]=[CH:6][C:5]([F:8])=[CH:4][C:3]=1[C@@H:9]1[C@@H:14]([NH2:15])[CH2:13][C@@H:12]([N:23]2[CH2:30][C:29]3[C:25](=[N:26][N:27]([S:42]([C:41]([F:47])([F:46])[F:40])(=[O:44])=[O:43])[CH:28]=3)[CH2:24]2)[CH2:11][N:10]1[CH3:32], predict the reactants needed to synthesize it. The reactants are: [F:1][C:2]1[CH:7]=[CH:6][C:5]([F:8])=[CH:4][C:3]=1[C@@H:9]1[C@@H:14]([NH:15]C(=O)OC(C)(C)C)[CH2:13][C@@H:12]([N:23]2[CH2:30][C:29]3[CH:28]=[N:27][NH:26][C:25]=3[CH2:24]2)[C:11](=O)[N:10]1[CH3:32].C(N(CC)CC)C.[F:40][C:41]([F:47])([F:46])[S:42](Cl)(=[O:44])=[O:43].[C:48]([OH:54])([C:50]([F:53])([F:52])[F:51])=[O:49].C(Cl)Cl. (4) Given the product [O:21]=[C:20]1[C:4]2[C:5]3[C:6](=[C:7]([C:11]4[CH:12]=[CH:13][CH:14]=[CH:15][CH:16]=4)[NH:8][C:9]=3[CH:10]=[C:2]([NH:1][C:30](=[O:31])[CH2:29][O:22][C:23]3[CH:28]=[CH:27][CH:26]=[CH:25][CH:24]=3)[CH:3]=2)[CH:17]=[N:18][NH:19]1, predict the reactants needed to synthesize it. The reactants are: [NH2:1][C:2]1[CH:3]=[C:4]2[C:20](=[O:21])[NH:19][N:18]=[CH:17][C:6]3=[C:7]([C:11]4[CH:16]=[CH:15][CH:14]=[CH:13][CH:12]=4)[NH:8][C:9]([CH:10]=1)=[C:5]23.[O:22]([CH2:29][C:30](O)=[O:31])[C:23]1[CH:28]=[CH:27][CH:26]=[CH:25][CH:24]=1.C(N(CC)CC)C.CN(C(ON1N=NC2C=CC=NC1=2)=[N+](C)C)C.F[P-](F)(F)(F)(F)F. (5) Given the product [N+:8]([C:5]1[CH:6]=[CH:7][C:2]([N:18]([C:2]2[CH:7]=[CH:6][C:5]([N+:8]([O-:10])=[O:9])=[CH:4][N:3]=2)[CH2:17][CH2:16][N:11]2[CH2:15][CH2:14][CH2:13][CH2:12]2)=[N:3][CH:4]=1)([O-:10])=[O:9], predict the reactants needed to synthesize it. The reactants are: Cl[C:2]1[CH:7]=[CH:6][C:5]([N+:8]([O-:10])=[O:9])=[CH:4][N:3]=1.[N:11]1([CH2:16][CH2:17][NH2:18])[CH2:15][CH2:14][CH2:13][CH2:12]1.ClCCl. (6) Given the product [OH:31][CH2:30][C:26]1[C:21]2[NH:22][C:23](=[O:25])[CH2:24][N:19]([C:17]([NH:16][CH:4]([C:5]3[CH:10]=[CH:9][C:8]([O:11][C:12]([F:13])([F:14])[F:15])=[CH:7][CH:6]=3)[CH2:3][O:2][CH3:1])=[O:18])[C:20]=2[N:29]=[CH:28][CH:27]=1, predict the reactants needed to synthesize it. The reactants are: [CH3:1][O:2][CH2:3][CH:4]([NH:16][C:17]([N:19]1[CH2:24][C:23](=[O:25])[NH:22][C:21]2[C:26]([C:30](O)=[O:31])=[CH:27][CH:28]=[N:29][C:20]1=2)=[O:18])[C:5]1[CH:10]=[CH:9][C:8]([O:11][C:12]([F:15])([F:14])[F:13])=[CH:7][CH:6]=1.ClC(OCC(C)C)=O.C(N(CC)CC)C. (7) The reactants are: [Br:1][C:2]1[CH:3]=[C:4]2[C:8](=[CH:9][CH:10]=1)[CH:7]([N:11]1[CH2:16][CH2:15][N:14]([C:17]3([C:30]#N)[CH2:22][CH2:21][N:20]([C:23]([O:25][C:26]([CH3:29])([CH3:28])[CH3:27])=[O:24])[CH2:19][CH2:18]3)[CH2:13][C@@H:12]1[CH3:32])[CH2:6][CH2:5]2.C[Mg]Br. Given the product [Br:1][C:2]1[CH:3]=[C:4]2[C:8](=[CH:9][CH:10]=1)[CH:7]([N:11]1[CH2:16][CH2:15][N:14]([C:17]3([CH3:30])[CH2:18][CH2:19][N:20]([C:23]([O:25][C:26]([CH3:29])([CH3:28])[CH3:27])=[O:24])[CH2:21][CH2:22]3)[CH2:13][C@@H:12]1[CH3:32])[CH2:6][CH2:5]2, predict the reactants needed to synthesize it.